Dataset: Forward reaction prediction with 1.9M reactions from USPTO patents (1976-2016). Task: Predict the product of the given reaction. (1) The product is: [Cl:15][C:16]1[CH:17]=[C:18]([C:2]2[N:7]=[N:6][C:5]([NH2:8])=[N:4][C:3]=2[C:9]2[CH:14]=[CH:13][CH:12]=[CH:11][CH:10]=2)[CH:19]=[C:20]([Cl:22])[CH:21]=1. Given the reactants Br[C:2]1[N:7]=[N:6][C:5]([NH2:8])=[N:4][C:3]=1[C:9]1[CH:14]=[CH:13][CH:12]=[CH:11][CH:10]=1.[Cl:15][C:16]1[CH:17]=[C:18](B(O)O)[CH:19]=[C:20]([Cl:22])[CH:21]=1, predict the reaction product. (2) Given the reactants NC1C=CC(CN2CCN(C(OC(C)(C)C)=O)[C@H](C)C2)=CC=1.[CH3:23][C@H:24]1[CH2:29][N:28]([CH2:30][C:31]2[CH:36]=[CH:35][C:34]([NH:37][CH3:38])=[CH:33][CH:32]=2)[CH2:27][CH2:26][N:25]1[C:39]([O:41][C:42]([CH3:45])([CH3:44])[CH3:43])=[O:40].[BH4-].[Na+], predict the reaction product. The product is: [CH3:23][C@@H:24]1[CH2:29][N:28]([CH2:30][C:31]2[CH:36]=[CH:35][C:34]([NH:37][CH3:38])=[CH:33][CH:32]=2)[CH2:27][CH2:26][N:25]1[C:39]([O:41][C:42]([CH3:43])([CH3:45])[CH3:44])=[O:40]. (3) Given the reactants [NH2:1][N:2]1[N:11]=[C:10]([C:12]2[CH:17]=[CH:16][C:15]([CH3:18])=[C:14]([CH3:19])[CH:13]=2)[C:9]2[C:4](=[CH:5][CH:6]=[CH:7][CH:8]=2)[C:3]1=[O:20].[F:21][C:22]1[CH:23]=[C:24]([CH2:29][C:30](O)=[O:31])[CH:25]=[C:26]([F:28])[CH:27]=1, predict the reaction product. The product is: [F:21][C:22]1[CH:23]=[C:24]([CH2:29][C:30]([NH:1][N:2]2[N:11]=[C:10]([C:12]3[CH:17]=[CH:16][C:15]([CH3:18])=[C:14]([CH3:19])[CH:13]=3)[C:9]3[C:4](=[CH:5][CH:6]=[CH:7][CH:8]=3)[C:3]2=[O:20])=[O:31])[CH:25]=[C:26]([F:28])[CH:27]=1. (4) Given the reactants [OH:1][C:2]1[CH:6]=[CH:5][N:4]([C:7](=[O:9])[CH3:8])[N:3]=1.C1(P(C2C=CC=CC=2)C2C=CC=CC=2)C=CC=CC=1.[CH3:29][C:30]([CH3:34])([CH3:33])[CH2:31]O.CC(OC(/N=N/C(OC(C)C)=O)=O)C, predict the reaction product. The product is: [CH3:29][C:30]([CH3:34])([CH3:33])[CH2:31][O:1][C:2]1[CH:6]=[CH:5][N:4]([C:7](=[O:9])[CH3:8])[N:3]=1. (5) Given the reactants [CH3:1][O:2][C:3]1[CH:4]=[C:5]([CH:9]=[C:10]([O:14][CH3:15])[C:11]=1[O:12][CH3:13])[CH2:6][NH:7][OH:8].[CH3:16][C:17]1([CH3:25])[CH2:22][C:21](=[O:23])[CH2:20][C:19](=O)[CH2:18]1, predict the reaction product. The product is: [OH:8][N:7]([CH2:6][C:5]1[CH:4]=[C:3]([O:2][CH3:1])[C:11]([O:12][CH3:13])=[C:10]([O:14][CH3:15])[CH:9]=1)[C:19]1[CH2:18][C:17]([CH3:25])([CH3:16])[CH2:22][C:21](=[O:23])[CH:20]=1.